This data is from Reaction yield outcomes from USPTO patents with 853,638 reactions. The task is: Predict the reaction yield, written as a fraction of the theoretical maximum amount of product (1.0 means a 100% yield; for example, 0.34 means a 34% yield). (1) The reactants are [Br:1][C:2]1[CH:3]=[C:4]([CH:8]=[C:9]([C:11]([F:14])([F:13])[F:12])[CH:10]=1)[C:5]([OH:7])=[O:6].CN(C=O)C.C(Cl)(=O)C(Cl)=O.[CH3:26][C:27]([CH3:30])([O-])[CH3:28].[K+]. The catalyst is C(Cl)Cl.O. The product is [Br:1][C:2]1[CH:3]=[C:4]([CH:8]=[C:9]([C:11]([F:12])([F:13])[F:14])[CH:10]=1)[C:5]([O:7][C:27]([CH3:30])([CH3:28])[CH3:26])=[O:6]. The yield is 0.911. (2) The reactants are [F:1][C:2]1[CH:7]=[CH:6][C:5]([C:8]2[C:12](/[CH:13]=[CH:14]/[C:15]3[CH:16]=[C:17]([C:21](O)=[O:22])[N:18]([CH3:20])[N:19]=3)=[C:11]([CH3:24])[O:10][N:9]=2)=[CH:4][CH:3]=1.[F:25][C:26]([F:30])([F:29])[CH2:27][NH2:28]. No catalyst specified. The product is [F:25][C:26]([F:30])([F:29])[CH2:27][NH:28][C:21]([C:17]1[N:18]([CH3:20])[N:19]=[C:15](/[CH:14]=[CH:13]/[C:12]2[C:8]([C:5]3[CH:4]=[CH:3][C:2]([F:1])=[CH:7][CH:6]=3)=[N:9][O:10][C:11]=2[CH3:24])[CH:16]=1)=[O:22]. The yield is 0.640. (3) The reactants are Br[C:2]1[CH:3]=[CH:4][C:5]2[C:6]3[CH2:16][N:15]([C:17]([O:19][C:20]([CH3:23])([CH3:22])[CH3:21])=[O:18])[CH2:14][CH2:13][CH2:12][C:7]=3[N:8]([CH3:11])[C:9]=2[CH:10]=1.[Cl:24][C:25]1[CH:26]=[CH:27][C:28]([CH2:31][O:32][C:33]2[CH:38]=[CH:37][NH:36][C:35](=[O:39])[CH:34]=2)=[N:29][CH:30]=1. No catalyst specified. The product is [Cl:24][C:25]1[CH:26]=[CH:27][C:28]([CH2:31][O:32][C:33]2[CH:38]=[CH:37][N:36]([C:2]3[CH:3]=[CH:4][C:5]4[C:6]5[CH2:16][N:15]([C:17]([O:19][C:20]([CH3:23])([CH3:22])[CH3:21])=[O:18])[CH2:14][CH2:13][CH2:12][C:7]=5[N:8]([CH3:11])[C:9]=4[CH:10]=3)[C:35](=[O:39])[CH:34]=2)=[N:29][CH:30]=1. The yield is 0.300. (4) The reactants are [O:1]=[C:2]1[C:7]2[N:8]([CH2:15][CH2:16][CH2:17][CH2:18][CH3:19])[C:9]3[CH:10]=[CH:11][CH:12]=[CH:13][C:14]=3[C:6]=2[N:5]=[C:4]([S:20][CH2:21][C:22]([OH:24])=O)[N:3]1[C:25]1[CH:30]=[CH:29][CH:28]=[CH:27][CH:26]=1.CN(C(ON1N=NC2C=CC=NC1=2)=[N+](C)C)C.F[P-](F)(F)(F)(F)F.C(N(CC)CC)C.[CH:62]1([NH2:68])[CH2:67][CH2:66][CH2:65][CH2:64][CH2:63]1. The catalyst is CN(C=O)C. The product is [CH:62]1([NH:68][C:22](=[O:24])[CH2:21][S:20][C:4]2[N:3]([C:25]3[CH:26]=[CH:27][CH:28]=[CH:29][CH:30]=3)[C:2](=[O:1])[C:7]3[N:8]([CH2:15][CH2:16][CH2:17][CH2:18][CH3:19])[C:9]4[CH:10]=[CH:11][CH:12]=[CH:13][C:14]=4[C:6]=3[N:5]=2)[CH2:67][CH2:66][CH2:65][CH2:64][CH2:63]1. The yield is 0.520. (5) The catalyst is ClCCl. The reactants are C([NH:5][S:6]([C:9]1[CH:14]=[CH:13][C:12]([C:15]2[N:16]=[CH:17][N:18]([C:20]3[N:25]=[C:24]([CH3:26])[CH:23]=[C:22]([C:27]4[CH:32]=[CH:31][C:30]([Cl:33])=[CH:29][CH:28]=4)[N:21]=3)[CH:19]=2)=[CH:11][CH:10]=1)(=[O:8])=[O:7])(C)(C)C.C(O)(C(F)(F)F)=O. The product is [Cl:33][C:30]1[CH:29]=[CH:28][C:27]([C:22]2[CH:23]=[C:24]([CH3:26])[N:25]=[C:20]([N:18]3[CH:19]=[C:15]([C:12]4[CH:13]=[CH:14][C:9]([S:6]([NH2:5])(=[O:7])=[O:8])=[CH:10][CH:11]=4)[N:16]=[CH:17]3)[N:21]=2)=[CH:32][CH:31]=1. The yield is 0.120. (6) The reactants are CC(OI1(OC(C)=O)(OC(C)=O)OC(=O)C2C=CC=CC1=2)=O.[OH:23][C@@H:24]1[C@@H:30]([NH:31][C:32]([C@@H:34]([NH:39][C:40]([C:42]2[O:43][C:44]3[CH:50]=[CH:49][CH:48]=[CH:47][C:45]=3[CH:46]=2)=[O:41])[CH2:35][CH:36]([CH3:38])[CH3:37])=[O:33])[CH2:29][CH2:28][C@@H:27]([CH3:51])[N:26]([S:52]([C:55]2[CH:60]=[CH:59][CH:58]=[CH:57][N:56]=2)(=[O:54])=[O:53])[CH2:25]1. The catalyst is C(Cl)Cl. The product is [CH3:37][CH:36]([CH3:38])[CH2:35][C@H:34]([NH:39][C:40]([C:42]1[O:43][C:44]2[CH:50]=[CH:49][CH:48]=[CH:47][C:45]=2[CH:46]=1)=[O:41])[C:32](=[O:33])[NH:31][C@H:30]1[CH2:29][CH2:28][C@@H:27]([CH3:51])[N:26]([S:52]([C:55]2[CH:60]=[CH:59][CH:58]=[CH:57][N:56]=2)(=[O:53])=[O:54])[CH2:25][C:24]1=[O:23]. The yield is 0.970. (7) The reactants are CN(C)C=O.[N+:6]([C:9]1[N:10]=[C:11](SC2C=CC=CC=2[N+]([O-])=O)[N:12]([CH2:14][C@:15]([OH:40])([CH3:39])[CH2:16][N:17]2[CH2:22][CH2:21][N:20]([C:23]([O:25][CH2:26][CH:27]=[CH:28][C:29]3[CH:34]=[CH:33][C:32]([C:35]([F:38])([F:37])[F:36])=[CH:31][CH:30]=3)=[O:24])[CH2:19][CH2:18]2)[CH:13]=1)([O-:8])=[O:7].CC(C)([O-])C.[Na+].O. The catalyst is C(OCC)(=O)C. The product is [CH3:39][C@@:15]1([CH2:16][N:17]2[CH2:18][CH2:19][N:20]([C:23]([O:25][CH2:26][CH:27]=[CH:28][C:29]3[CH:34]=[CH:33][C:32]([C:35]([F:36])([F:38])[F:37])=[CH:31][CH:30]=3)=[O:24])[CH2:21][CH2:22]2)[O:40][C:11]2=[N:10][C:9]([N+:6]([O-:8])=[O:7])=[CH:13][N:12]2[CH2:14]1. The yield is 0.590.